Dataset: NCI-60 drug combinations with 297,098 pairs across 59 cell lines. Task: Regression. Given two drug SMILES strings and cell line genomic features, predict the synergy score measuring deviation from expected non-interaction effect. (1) Drug 1: C1=CC(=C2C(=C1NCCNCCO)C(=O)C3=C(C=CC(=C3C2=O)O)O)NCCNCCO. Drug 2: C1=CC=C(C(=C1)C(C2=CC=C(C=C2)Cl)C(Cl)Cl)Cl. Cell line: CAKI-1. Synergy scores: CSS=59.2, Synergy_ZIP=9.65, Synergy_Bliss=10.9, Synergy_Loewe=-38.5, Synergy_HSA=11.0. (2) Drug 1: CC(C1=C(C=CC(=C1Cl)F)Cl)OC2=C(N=CC(=C2)C3=CN(N=C3)C4CCNCC4)N. Drug 2: C1CN1P(=S)(N2CC2)N3CC3. Cell line: LOX IMVI. Synergy scores: CSS=24.2, Synergy_ZIP=-8.86, Synergy_Bliss=-8.10, Synergy_Loewe=-6.26, Synergy_HSA=-5.34.